Dataset: Experimentally validated miRNA-target interactions with 360,000+ pairs, plus equal number of negative samples. Task: Binary Classification. Given a miRNA mature sequence and a target amino acid sequence, predict their likelihood of interaction. (1) The miRNA is hsa-miR-6842-5p with sequence UGGGGGUGGUCUCUAGCCAAGG. The protein sequence of the target gene is MAPMGIRLSPLGVAVFFLLGLGVLYHLYSGFLAGRFSLFGLGSEPAAGEAEVASDGGTVDLREMLAVAVLAAERGGDEVRRVRESNVLHEKSKGKTREGADDKMTSGDVLSNRKMFYLLKTAFPNVQINTEEHVDASDKEVIVWNRKIPEDILKEIAAPKEVPAESVTVWIDPLDATQEYTEDLRKYVTTMVCVAVNGKPVLGVIHKPFSEYTAWAMVDGGSNVKARSSYNEKTPKIIVSRSHAGMVKQVALQTFGNQTSIIPAGGAGYKVLALLDVPDMTQEKADLYIHVTYIKKWDIC.... Result: 0 (no interaction). (2) The miRNA is hsa-miR-6127 with sequence UGAGGGAGUGGGUGGGAGG. The protein sequence of the target gene is MGQPAPYAEGPIQGGDAGELCKCDFLVSISIPQTRSDIPAGARRSSMGPRSLDTCWGRGPERHVHRLECNGVIFTHRNLCLPGGKTKTENEEKTAQLNISKESESHRLIVEGLLMDVPQHPDFKDRLEKSQLHDTGNKTKIGDCTDLTVQDHESSTTEREEIARKLEESSVSTHLITKQGFAKEQVFYKCGECGSYYNPHSDFHLHQRVHTNEKPYTCKECGKTFRYNSKLSRHQKIHTGEKPYSCEECGQAFSQNSHLLQHQKLHGGQRPYECTDCGKTFSYNSKLIRHQRIHTGEKPF.... Result: 1 (interaction). (3) The miRNA is hsa-miR-371b-5p with sequence ACUCAAAAGAUGGCGGCACUUU. The protein sequence of the target gene is MGDTFIRHIALLGFEKRFVPSQHYVYMFLVKWQDLSEKVVYRRFTEIYEFHKTLKEMFPIEAGAINPENRIIPHLPAPKWFDGQRAAENRQGTLTEYCSTLMSLPTKISRCPHLLDFFKVRPDDLKLPTDNQTKKPETYLMPKDGKSTATDITGPIILQTYRAIANYEKTSGSEMALSTGDVVEVVEKSESGWWFCQMKAKRGWIPASFLEPLDSPDETEDPEPNYAGEPYVAIKAYTAVEGDEVSLLEGEAVEVIHKLLDGWWVIRKDDVTGYFPSMYLQKSGQDVSQAQRQIKRGAPP.... Result: 0 (no interaction). (4) The miRNA is mmu-miR-466f-3p with sequence CAUACACACACACAUACACAC. The protein sequence of the target gene is MPPHLALPFRRLFWSLASSQLIPRRHRGHSLLPTTPEAHTDGSVPVFIRALAFGDRIALIDKYGHHTYRELYDRSLCLAQEICRLQGCKVGDLQEERVSFLCSNDVSYVVAQWASWMSGGVAVPLYWKHPEAQLEYFIQDSRSSLVVVGQEYLERLSPLAQRLGVPLLPLTPAVYHGATEKPTEQPVEESGWRDRGAMIFYTSGTTGRPKGALSTHRNLAAVVTGLVHSWAWTKNDVILHVLPLHHVHGVVNKLLCPLWVGATCVMLPEFSAQQVWEKFLSSEAPQITVFMAVPTVYSKL.... Result: 1 (interaction). (5) The miRNA is mmu-miR-496a-3p with sequence UGAGUAUUACAUGGCCAAUCUC. The protein sequence of the target gene is MTDVETTYADFIASGRTGRRNAIHDILVSSASGNSNELALKLAGLDINKTEGEDDGQRSSTEQSGEAQGEAAKSES. Result: 1 (interaction). (6) The miRNA is hsa-miR-466 with sequence AUACACAUACACGCAACACACAU. The protein sequence of the target gene is MQREEGFNTKMADGPDEYDTEAGCVPLLHPEEIKPQSHYNHGYGEPLGRKTHIDDYSTWDIVKATQYGIYERCRELVEAGYDVRQPDKENVTLLHWAAINNRIDLVKYYISKGAIVDQLGGDLNSTPLHWATRQGHLSMVVQLMKYGADPSLIDGEGCSCIHLAAQFGHTSIVAYLIAKGQDVDMMDQNGMTPLMWAAYRTHSVDPTRLLLTFNVSVNLGDKYHKNTALHWAVLAGNTTVISLLLEAGANVDAQNIKGESALDLAKQRKNVWMINHLQEARQAKGYDNPSFLRKLKADKE.... Result: 1 (interaction).